Task: Regression. Given two drug SMILES strings and cell line genomic features, predict the synergy score measuring deviation from expected non-interaction effect.. Dataset: NCI-60 drug combinations with 297,098 pairs across 59 cell lines (1) Drug 1: C1CCN(CC1)CCOC2=CC=C(C=C2)C(=O)C3=C(SC4=C3C=CC(=C4)O)C5=CC=C(C=C5)O. Drug 2: CC1=CC2C(CCC3(C2CCC3(C(=O)C)OC(=O)C)C)C4(C1=CC(=O)CC4)C. Cell line: HCT-15. Synergy scores: CSS=2.88, Synergy_ZIP=-1.65, Synergy_Bliss=-4.14, Synergy_Loewe=-5.58, Synergy_HSA=-4.42. (2) Drug 1: C1=NC2=C(N1)C(=S)N=C(N2)N. Drug 2: CN1C2=C(C=C(C=C2)N(CCCl)CCCl)N=C1CCCC(=O)O.Cl. Cell line: PC-3. Synergy scores: CSS=5.54, Synergy_ZIP=-10.2, Synergy_Bliss=-6.19, Synergy_Loewe=-30.2, Synergy_HSA=-5.70. (3) Drug 1: CC1CCC2CC(C(=CC=CC=CC(CC(C(=O)C(C(C(=CC(C(=O)CC(OC(=O)C3CCCCN3C(=O)C(=O)C1(O2)O)C(C)CC4CCC(C(C4)OC)OCCO)C)C)O)OC)C)C)C)OC. Drug 2: CC1C(C(CC(O1)OC2CC(OC(C2O)C)OC3=CC4=CC5=C(C(=O)C(C(C5)C(C(=O)C(C(C)O)O)OC)OC6CC(C(C(O6)C)O)OC7CC(C(C(O7)C)O)OC8CC(C(C(O8)C)O)(C)O)C(=C4C(=C3C)O)O)O)O. Cell line: SK-MEL-2. Synergy scores: CSS=39.0, Synergy_ZIP=-1.16, Synergy_Bliss=-0.0333, Synergy_Loewe=-13.4, Synergy_HSA=-2.04.